This data is from Full USPTO retrosynthesis dataset with 1.9M reactions from patents (1976-2016). The task is: Predict the reactants needed to synthesize the given product. (1) Given the product [CH2:1]([N:4]([CH2:21][C:22]([O:24][CH3:25])=[O:23])[C:5]([O:6][C:7]([CH3:10])([CH3:9])[CH3:8])=[O:11])[CH:2]=[CH2:3], predict the reactants needed to synthesize it. The reactants are: [CH2:1]([NH:4][C:5](=[O:11])[O:6][C:7]([CH3:10])([CH3:9])[CH3:8])[CH:2]=[CH2:3].[Li+].CC([N-]C(C)C)C.Br[CH2:21][C:22]([O:24][CH3:25])=[O:23]. (2) Given the product [CH2:26]([C:2]1[CH:7]=[CH:6][C:5]([N:8]([C:15]2[CH:20]=[CH:19][CH:18]=[CH:17][CH:16]=2)[C:9]2[CH:14]=[CH:13][CH:12]=[CH:11][CH:10]=2)=[CH:4][CH:3]=1)[CH:25]=[CH2:24], predict the reactants needed to synthesize it. The reactants are: Br[C:2]1[CH:7]=[CH:6][C:5]([N:8]([C:15]2[CH:20]=[CH:19][CH:18]=[CH:17][CH:16]=2)[C:9]2[CH:14]=[CH:13][CH:12]=[CH:11][CH:10]=2)=[CH:4][CH:3]=1.[Mg].II.[CH2:24](Br)[CH:25]=[CH2:26]. (3) Given the product [N:22]1([C:18]2[S:19][C@H:20]3[O:21][C@H:13]([CH2:12][NH:33][CH:28]4[CH2:32][CH2:31][CH2:30][CH2:29]4)[C@@H:14]([OH:27])[C@H:15]([OH:26])[C@H:16]3[N:17]=2)[CH2:23][CH2:24][CH2:25]1, predict the reactants needed to synthesize it. The reactants are: CC1C=CC(S(O[CH2:12][C@H:13]2[O:21][C@H:20]3[C@H:16]([N:17]=[C:18]([N:22]4[CH2:25][CH2:24][CH2:23]4)[S:19]3)[C@@H:15]([OH:26])[C@@H:14]2[OH:27])(=O)=O)=CC=1.[CH:28]1([NH2:33])[CH2:32][CH2:31][CH2:30][CH2:29]1.